From a dataset of Forward reaction prediction with 1.9M reactions from USPTO patents (1976-2016). Predict the product of the given reaction. Given the reactants [Br:1][C:2]1[CH:3]=[CH:4][C:5]([NH2:8])=[N:6][CH:7]=1.[CH:9](=O)[CH3:10].COC(=O)COC1C=C(OC)C(SCCCN(CC)C2C=CC(C3C=CC=CC=3)=CN=2)=CC=1C, predict the reaction product. The product is: [Br:1][C:2]1[CH:3]=[CH:4][C:5]([NH:8][CH2:9][CH3:10])=[N:6][CH:7]=1.